This data is from Reaction yield outcomes from USPTO patents with 853,638 reactions. The task is: Predict the reaction yield, written as a fraction of the theoretical maximum amount of product (1.0 means a 100% yield; for example, 0.34 means a 34% yield). (1) The reactants are [OH:1][C:2]1[CH:3]=[C:4]([CH:7]=[CH:8][CH:9]=1)[C:5]#[N:6].[CH3:10][N:11]1[CH2:16][CH2:15][CH:14](O)[CH2:13][CH2:12]1.C1(P(C2C=CC=CC=2)C2C=CC=CC=2)C=CC=CC=1.N(C(OC(C)C)=O)=NC(OC(C)C)=O. The catalyst is O1CCCC1. The product is [CH3:10][N:11]1[CH2:16][CH2:15][CH:14]([O:1][C:2]2[CH:3]=[C:4]([CH:7]=[CH:8][CH:9]=2)[C:5]#[N:6])[CH2:13][CH2:12]1. The yield is 0.420. (2) The reactants are [CH3:1][CH:2]([CH3:14])[CH:3](O)[CH2:4][CH2:5][NH:6][C:7]1[CH:12]=[CH:11][CH:10]=[CH:9][CH:8]=1.[OH-].[Na+]. The catalyst is OS(O)(=O)=O. The product is [CH3:1][C:2]1([CH3:14])[CH2:3][CH2:4][CH2:5][NH:6][C:7]2[CH:12]=[CH:11][CH:10]=[CH:9][C:8]1=2. The yield is 0.0800. (3) The reactants are [CH2:1]([O:8][C:9]1[CH:10]=[C:11]([C:15]2([CH3:25])[C:19]3[CH2:20][NH:21][CH2:22][CH2:23][C:18]=3[C:17](=[O:24])[O:16]2)[CH:12]=[CH:13][CH:14]=1)[C:2]1[CH:7]=[CH:6][CH:5]=[CH:4][CH:3]=1.[CH2:26]([N:33]=[C:34]=[O:35])[C:27]1[CH:32]=[CH:31][CH:30]=[CH:29][CH:28]=1. The catalyst is ClCCl. The product is [CH2:26]([NH:33][C:34]([N:21]1[CH2:22][CH2:23][C:18]2[C:17](=[O:24])[O:16][C:15]([C:11]3[CH:12]=[CH:13][CH:14]=[C:9]([O:8][CH2:1][C:2]4[CH:7]=[CH:6][CH:5]=[CH:4][CH:3]=4)[CH:10]=3)([CH3:25])[C:19]=2[CH2:20]1)=[O:35])[C:27]1[CH:32]=[CH:31][CH:30]=[CH:29][CH:28]=1. The yield is 0.616. (4) The reactants are FC1C=CC(C[O:7][C:8](=[O:35])[C:9]2[C:10](=[CH:22][C:23]([O:26][CH2:27][C:28]3[CH:33]=[CH:32][C:31]([F:34])=[CH:30][CH:29]=3)=[CH:24][CH:25]=2)[C:11]([O:13]CC2C=CC(F)=CC=2)=[O:12])=CC=1. The catalyst is O1CCCC1.O. The product is [F:34][C:31]1[CH:30]=[CH:29][C:28]([CH2:27][O:26][C:23]2[CH:22]=[C:10]([C:11]([OH:13])=[O:12])[C:9](=[CH:25][CH:24]=2)[C:8]([OH:35])=[O:7])=[CH:33][CH:32]=1. The yield is 0.560. (5) The reactants are Br[C:2]1[CH:11]=[CH:10][C:9]2[C:4](=[CH:5][CH:6]=[C:7]([O:12][CH3:13])[CH:8]=2)[CH:3]=1.F[B-](F)(F)F.C[Si]([N-:23][Si](C)(C)C)(C)C.[Li+]. The catalyst is C1(C)C=CC=CC=1.C(OCC)C.C1C=CC(/C=C/C(/C=C/C2C=CC=CC=2)=O)=CC=1.C1C=CC(/C=C/C(/C=C/C2C=CC=CC=2)=O)=CC=1.[Pd]. The product is [CH3:13][O:12][C:7]1[CH:8]=[C:9]2[C:4](=[CH:5][CH:6]=1)[CH:3]=[C:2]([NH2:23])[CH:11]=[CH:10]2. The yield is 0.640. (6) The reactants are [N:1]1[C:10]2[C:5](=[CH:6][CH:7]=[CH:8][CH:9]=2)[C:4]([N:11]2[CH2:17][C:16]3[CH:18]=[C:19]([C:22]4[CH:31]=[CH:30][C:25]5[NH:26][C:27](=[S:29])[NH:28][C:24]=5[CH:23]=4)[CH:20]=[CH:21][C:15]=3[O:14][CH2:13][CH2:12]2)=[CH:3][CH:2]=1.[C:32](=O)([O-])[O-].[K+].[K+].CI.C(OCC)(=O)C. The catalyst is CN(C)C=O. The product is [CH3:32][S:29][C:27]1[NH:28][C:24]2[CH:23]=[C:22]([C:19]3[CH:20]=[CH:21][C:15]4[O:14][CH2:13][CH2:12][N:11]([C:4]5[C:5]6[C:10](=[CH:9][CH:8]=[CH:7][CH:6]=6)[N:1]=[CH:2][CH:3]=5)[CH2:17][C:16]=4[CH:18]=3)[CH:31]=[CH:30][C:25]=2[N:26]=1. The yield is 0.600. (7) The reactants are [CH3:1][NH:2][CH2:3][CH:4]([C:6]1[CH:11]=[CH:10][CH:9]=[CH:8][CH:7]=1)[OH:5].[H-].[Na+].[O:14]1[C:18]2[CH:19]=[CH:20][CH:21]=[CH:22][C:17]=2[CH:16]=[C:15]1[C:23]1[N:27]2[N:28]=[C:29](Cl)[CH:30]=[CH:31][C:26]2=[N:25][CH:24]=1. The catalyst is CN(C=O)C. The product is [O:14]1[C:18]2[CH:19]=[CH:20][CH:21]=[CH:22][C:17]=2[CH:16]=[C:15]1[C:23]1[N:27]2[N:28]=[C:29]([N:2]([CH3:1])[CH2:3][CH:4]([C:6]3[CH:11]=[CH:10][CH:9]=[CH:8][CH:7]=3)[OH:5])[CH:30]=[CH:31][C:26]2=[N:25][CH:24]=1. The yield is 0.200.